From a dataset of Reaction yield outcomes from USPTO patents with 853,638 reactions. Predict the reaction yield, written as a fraction of the theoretical maximum amount of product (1.0 means a 100% yield; for example, 0.34 means a 34% yield). (1) The reactants are [C:1]1([OH:11])[C:10]2[C:5](=[CH:6][CH:7]=[CH:8][CH:9]=2)[CH:4]=[CH:3][CH:2]=1.O.[C:13]1(C)[CH:18]=[CH:17][C:16](S(O)(=O)=O)=[CH:15][CH:14]=1.C1CCC=CC=1. The catalyst is C1(C)C=CC=CC=1. The product is [CH:9]1[C:10]2[C:1]3[O:11][C:14]4[CH2:15][CH2:16][CH2:17][CH2:18][C:13]=4[C:2]=3[CH:3]=[CH:4][C:5]=2[CH:6]=[CH:7][CH:8]=1. The yield is 0.250. (2) The reactants are [NH2:1][C:2]1[S:3][C:4]2[C:10]([N+:11]([O-:13])=[O:12])=[C:9]([O:14][C:15]3[CH:16]=[C:17]([NH:21][C:22](=[O:34])[C:23]4[CH:28]=[CH:27][CH:26]=[C:25]([C:29]([C:32]#[N:33])([CH3:31])[CH3:30])[CH:24]=4)[CH:18]=[CH:19][CH:20]=3)[CH:8]=[CH:7][C:5]=2[N:6]=1.Cl[CH2:36][C:37](Cl)=[O:38].C(N(CC)CC)C.[CH3:47][N:48]1[CH2:53][CH2:52][NH:51][CH2:50][CH2:49]1. The catalyst is CC(N(C)C)=O.C(OCC)(=O)C. The product is [C:32]([C:29]([C:25]1[CH:24]=[C:23]([CH:28]=[CH:27][CH:26]=1)[C:22]([NH:21][C:17]1[CH:18]=[CH:19][CH:20]=[C:15]([O:14][C:9]2[CH:8]=[CH:7][C:5]3[N:6]=[C:2]([NH:1][C:37](=[O:38])[CH2:36][N:51]4[CH2:52][CH2:53][N:48]([CH3:47])[CH2:49][CH2:50]4)[S:3][C:4]=3[C:10]=2[N+:11]([O-:13])=[O:12])[CH:16]=1)=[O:34])([CH3:30])[CH3:31])#[N:33]. The yield is 0.840.